From a dataset of Full USPTO retrosynthesis dataset with 1.9M reactions from patents (1976-2016). Predict the reactants needed to synthesize the given product. (1) Given the product [N:28]1[C:29]2[C:24](=[CH:23][C:22]([CH2:21][N:18]3[C:16]4=[N:17][C:12]([N:35]5[CH2:36][CH2:37][C@@H:33]([OH:32])[CH2:34]5)=[CH:13][CH:14]=[C:15]4[N:20]=[N:19]3)=[CH:31][CH:30]=2)[CH:25]=[CH:26][CH:27]=1, predict the reactants needed to synthesize it. The reactants are: FC1C=C([C:12]2[N:17]=[C:16]3[N:18]([CH2:21][C:22]4[CH:23]=[C:24]5[C:29](=[CH:30][CH:31]=4)[N:28]=[CH:27][CH:26]=[CH:25]5)[N:19]=[N:20][C:15]3=[CH:14][CH:13]=2)C=CC=1C(NC)=O.[OH:32][C@@H:33]1[CH2:37][CH2:36][NH:35][CH2:34]1.[F-].[Cs+]. (2) Given the product [Cl:1][C:2]1[CH:3]=[C:4]([CH:13]([NH:22][S@@:20]([C:17]([CH3:19])([CH3:18])[CH3:16])=[O:21])[CH3:14])[CH:5]=[C:6]([O:8][C:9]([F:12])([F:11])[F:10])[CH:7]=1, predict the reactants needed to synthesize it. The reactants are: [Cl:1][C:2]1[CH:3]=[C:4]([C:13](=O)[CH3:14])[CH:5]=[C:6]([O:8][C:9]([F:12])([F:11])[F:10])[CH:7]=1.[CH3:16][C:17]([S@:20]([NH2:22])=[O:21])([CH3:19])[CH3:18]. (3) Given the product [F:10][C:8]1[CH:9]=[C:2]2[C:3]([C:4]([NH2:5])=[N:14][NH:15]2)=[C:6]([O:13][CH3:16])[CH:7]=1, predict the reactants needed to synthesize it. The reactants are: F[C:2]1[CH:9]=[C:8]([F:10])[CH:7]=[C:6](OC)[C:3]=1[C:4]#[N:5].[OH2:13].[NH2:14][NH2:15].[CH3:16]C(O)=O.C(OCC)(=O)C. (4) Given the product [NH2:12][C:11]1[C:2]([Cl:1])=[N:3][C:4]2[C:9]([C:10]=1[NH:15][CH2:16][C:17]1([OH:21])[CH2:20][CH2:19][CH2:18]1)=[CH:8][CH:7]=[CH:6][CH:5]=2, predict the reactants needed to synthesize it. The reactants are: [Cl:1][C:2]1[C:11]([N+:12]([O-])=O)=[C:10]([NH:15][CH2:16][C:17]2([OH:21])[CH2:20][CH2:19][CH2:18]2)[C:9]2[C:4](=[CH:5][CH:6]=[CH:7][CH:8]=2)[N:3]=1. (5) Given the product [CH:1]1([O:5][C:6]2[CH:7]=[C:8]([N:14]3[CH2:19][CH2:18][N:17]([C:35](=[O:36])[CH2:34][C:29]4[N:30]=[CH:31][CH:32]=[CH:33][N:28]=4)[C@@H:16]([CH2:20][C:21]4[CH:22]=[CH:23][C:24]([F:27])=[CH:25][CH:26]=4)[CH2:15]3)[CH:9]=[CH:10][C:11]=2[O:12][CH3:13])[CH2:2][CH2:3][CH2:4]1, predict the reactants needed to synthesize it. The reactants are: [CH:1]1([O:5][C:6]2[CH:7]=[C:8]([N:14]3[CH2:19][CH2:18][NH:17][C@@H:16]([CH2:20][C:21]4[CH:26]=[CH:25][C:24]([F:27])=[CH:23][CH:22]=4)[CH2:15]3)[CH:9]=[CH:10][C:11]=2[O:12][CH3:13])[CH2:4][CH2:3][CH2:2]1.[N:28]1[CH:33]=[CH:32][CH:31]=[N:30][C:29]=1[CH2:34][C:35](O)=[O:36]. (6) Given the product [N+:1]([C:4]1[CH:5]=[N:6][C:7]([NH:10][C:12]2[CH:13]=[CH:14][C:15]([N:18]3[CH2:19][CH2:20][N:21]([CH2:24][CH2:25][OH:26])[CH2:22][CH2:23]3)=[N:16][CH:17]=2)=[N:8][CH:9]=1)([O-:3])=[O:2], predict the reactants needed to synthesize it. The reactants are: [N+:1]([C:4]1[CH:5]=[N:6][C:7]([NH2:10])=[N:8][CH:9]=1)([O-:3])=[O:2].Br[C:12]1[CH:13]=[CH:14][C:15]([N:18]2[CH2:23][CH2:22][N:21]([CH2:24][CH2:25][OH:26])[CH2:20][CH2:19]2)=[N:16][CH:17]=1.CC1(C)C2C(=C(P(C3C=CC=CC=3)C3C=CC=CC=3)C=CC=2)OC2C(P(C3C=CC=CC=3)C3C=CC=CC=3)=CC=CC1=2.C(=O)([O-])[O-].[Cs+].[Cs+]. (7) Given the product [CH3:1][O:2][C:3]([C@@:5]1([CH2:18][CH:19]=[O:44])[CH2:9][C@H:8]([F:10])[CH2:7][N:6]1[C:11]([O:13][C:14]([CH3:15])([CH3:16])[CH3:17])=[O:12])=[O:4], predict the reactants needed to synthesize it. The reactants are: [CH3:1][O:2][C:3]([C@@:5]1([CH2:18][CH:19]=C)[CH2:9][C@H:8]([F:10])[CH2:7][N:6]1[C:11]([O:13][C:14]([CH3:17])([CH3:16])[CH3:15])=[O:12])=[O:4].C1(P(C2C=CC=CC=2)C2C=CC=CC=2)C=CC=CC=1.ClCCl.C[OH:44]. (8) Given the product [Br:15][C:2]1[CH:3]=[CH:4][C:5]([CH3:10])=[C:6]([CH:9]=1)[C:7]#[N:8], predict the reactants needed to synthesize it. The reactants are: N[C:2]1[CH:3]=[CH:4][C:5]([CH3:10])=[C:6]([CH:9]=1)[C:7]#[N:8].N([O-])=O.[Na+].[BrH:15]. (9) Given the product [Cl:8][C:7]1[C:2]([C:12]2([C:14]#[N:15])[CH2:13][C:10]([F:16])([F:9])[CH2:11]2)=[N:3][CH:4]=[CH:5][CH:6]=1, predict the reactants needed to synthesize it. The reactants are: Cl[C:2]1[C:7]([Cl:8])=[CH:6][CH:5]=[CH:4][N:3]=1.[F:9][C:10]1([F:16])[CH2:13][CH:12]([C:14]#[N:15])[CH2:11]1.C1(C)C=CC=CC=1.C[Si](C)(C)[N-][Si](C)(C)C.[Na+].